Dataset: CYP2C19 inhibition data for predicting drug metabolism from PubChem BioAssay. Task: Regression/Classification. Given a drug SMILES string, predict its absorption, distribution, metabolism, or excretion properties. Task type varies by dataset: regression for continuous measurements (e.g., permeability, clearance, half-life) or binary classification for categorical outcomes (e.g., BBB penetration, CYP inhibition). Dataset: cyp2c19_veith. (1) The drug is O=C(CCCc1ccccc1)N1CCN(c2ccc([N+](=O)[O-])cc2)CC1. The result is 1 (inhibitor). (2) The molecule is CCNc1ncc2nc(-c3ccc(Cl)cc3)c(=O)n(Cc3cccs3)c2n1. The result is 0 (non-inhibitor). (3) The drug is O=C(c1cnccn1)N1CCC[C@@]2(CCN(c3ncccn3)C2)C1. The result is 0 (non-inhibitor). (4) The drug is CN(C)Cc1ccccc1-c1nc(NC2CCNCC2)c2ccccc2n1. The result is 0 (non-inhibitor). (5) The drug is C[C@@H](C(=O)Nc1ccc2ccccc2c1)[C@H]1C[C@]1(C)[C@H](NC(=O)c1cnccn1)c1ccccc1. The result is 1 (inhibitor). (6) The molecule is C#CCCCO/N=C1/C[C@@H](O)[C@@H](O)[C@H]2[C@@H]1CC[C@H]1C(=O)N(c3ccc(F)cc3F)C(=O)[C@H]21. The result is 0 (non-inhibitor).